Dataset: Reaction yield outcomes from USPTO patents with 853,638 reactions. Task: Predict the reaction yield, written as a fraction of the theoretical maximum amount of product (1.0 means a 100% yield; for example, 0.34 means a 34% yield). (1) The reactants are [CH3:1][C:2]1[NH:24][C:5]2=[C:6]([C:21]([NH2:23])=[O:22])[N:7]=[C:8]([CH3:20])[C:9]([C:10]3[CH:19]=[CH:18][CH:17]=[C:16]4[C:11]=3[CH2:12][CH2:13][NH:14][CH2:15]4)=[C:4]2[C:3]=1[CH3:25].CCN(C(C)C)C(C)C.[C:35](Cl)(=[O:38])[CH:36]=[CH2:37]. The catalyst is O1CCCC1.C(OCC)(=O)C. The product is [C:35]([N:14]1[CH2:13][CH2:12][C:11]2[C:16](=[CH:17][CH:18]=[CH:19][C:10]=2[C:9]2[C:8]([CH3:20])=[N:7][C:6]([C:21]([NH2:23])=[O:22])=[C:5]3[NH:24][C:2]([CH3:1])=[C:3]([CH3:25])[C:4]=23)[CH2:15]1)(=[O:38])[CH:36]=[CH2:37]. The yield is 0.500. (2) The reactants are CN(C=O)C.[OH:6][C@@H:7]([CH2:14]/[CH:15]=[C:16](/[CH3:20])\[CH2:17][CH:18]=[CH2:19])[C:8]([N:10]([O:12][CH3:13])[CH3:11])=[O:9].[Si:21](Cl)([C:24]([CH3:27])([CH3:26])[CH3:25])([CH3:23])[CH3:22].N1C=CN=C1. The catalyst is C(OCC)C.C(OCC)(=O)C. The product is [C:24]([Si:21]([CH3:23])([CH3:22])[O:6][C@@H:7]([CH2:14]/[CH:15]=[C:16](/[CH3:20])\[CH2:17][CH:18]=[CH2:19])[C:8]([N:10]([O:12][CH3:13])[CH3:11])=[O:9])([CH3:27])([CH3:26])[CH3:25]. The yield is 0.990. (3) The product is [NH2:24][C:18]1[CH:19]=[C:20]([F:23])[CH:21]=[CH:22][C:17]=1[O:16][C:5]1[CH:6]=[C:7]([C:8]2[CH:9]=[C:10]([CH:13]=[CH:14][CH:15]=2)[C:11]#[N:12])[N:3]([CH2:1][CH3:2])[N:4]=1. The catalyst is CO.[Pt]. The yield is 0.900. The reactants are [CH2:1]([N:3]1[C:7]([C:8]2[CH:9]=[C:10]([CH:13]=[CH:14][CH:15]=2)[C:11]#[N:12])=[CH:6][C:5]([O:16][C:17]2[CH:22]=[CH:21][C:20]([F:23])=[CH:19][C:18]=2[N+:24]([O-])=O)=[N:4]1)[CH3:2].[H][H]. (4) The reactants are C([O:3][C:4](=[O:49])[CH2:5][NH:6][C:7](=[O:48])[NH:8][CH2:9][C@:10]12[CH2:44][CH2:43][C@@H:42]([C:45]([CH3:47])=[CH2:46])[C@@H:11]1[C@@H:12]1[C@@:25]([CH3:28])([CH2:26][CH2:27]2)[C@@:24]2([CH3:29])[C@@H:15]([C@:16]3([CH3:41])[C@@H:21]([CH2:22][CH2:23]2)[C:20]([CH3:31])([CH3:30])[C:19]([C:32]2[CH:40]=[CH:39][C:35]([C:36]([OH:38])=[O:37])=[CH:34][CH:33]=2)=[CH:18][CH2:17]3)[CH2:14][CH2:13]1)C.[OH-].[Na+]. The catalyst is O1CCOCC1. The product is [C:4]([CH2:5][NH:6][C:7](=[O:48])[NH:8][CH2:9][C@:10]12[CH2:44][CH2:43][C@@H:42]([C:45]([CH3:47])=[CH2:46])[C@@H:11]1[C@@H:12]1[C@@:25]([CH3:28])([CH2:26][CH2:27]2)[C@@:24]2([CH3:29])[C@@H:15]([C@:16]3([CH3:41])[C@@H:21]([CH2:22][CH2:23]2)[C:20]([CH3:31])([CH3:30])[C:19]([C:32]2[CH:33]=[CH:34][C:35]([C:36]([OH:38])=[O:37])=[CH:39][CH:40]=2)=[CH:18][CH2:17]3)[CH2:14][CH2:13]1)([OH:49])=[O:3]. The yield is 0.328.